This data is from Forward reaction prediction with 1.9M reactions from USPTO patents (1976-2016). The task is: Predict the product of the given reaction. (1) Given the reactants [C:1]([C:3]1[CH:8]=[CH:7][C:6]([CH2:9][C:10]([O:12][CH2:13][CH3:14])=[O:11])=[CH:5][CH:4]=1)#[N:2].[H-].[Na+].[CH3:17]I, predict the reaction product. The product is: [C:1]([C:3]1[CH:8]=[CH:7][C:6]([CH:9]([CH3:17])[C:10]([O:12][CH2:13][CH3:14])=[O:11])=[CH:5][CH:4]=1)#[N:2]. (2) Given the reactants [C:1]([C:5]1[CH:6]=[C:7]([NH:17][C:18]([O:20]C2C=CC=CC=2)=O)[C:8]([O:15][CH3:16])=[C:9]([CH:14]=1)[C:10]([O:12]C)=O)([CH3:4])([CH3:3])[CH3:2].[NH2:27][C:28]1[C:37]2[C:32](=[CH:33][CH:34]=[CH:35][CH:36]=2)[C:31]([O:38][C:39]2[CH:44]=[CH:43][N:42]=[C:41]([NH:45][C:46]3[CH:51]=[CH:50][CH:49]=[C:48]([O:52][CH3:53])[CH:47]=3)[CH:40]=2)=[CH:30][CH:29]=1.CC[N:56]([CH2:59][CH3:60])CC.[C:61](OC(C)C)(=[O:63])C, predict the reaction product. The product is: [C:1]([C:5]1[CH:6]=[C:7]([NH:17][C:18]([NH:27][C:28]2[C:37]3[C:32](=[CH:33][CH:34]=[CH:35][CH:36]=3)[C:31]([O:38][C:39]3[CH:44]=[CH:43][N:42]=[C:41]([NH:45][C:46]4[CH:51]=[CH:50][CH:49]=[C:48]([O:52][CH3:53])[CH:47]=4)[CH:40]=3)=[CH:30][CH:29]=2)=[O:20])[C:8]([O:15][CH3:16])=[C:9]([CH:14]=1)[C:10]([NH:56][CH:59]1[CH2:60][O:63][CH2:61]1)=[O:12])([CH3:2])([CH3:3])[CH3:4]. (3) Given the reactants Br[C:2]1[CH:3]=[C:4]2[C:9](=[CH:10][CH:11]=1)[O:8][CH:7]([C:12]1[CH:13]=[C:14]([C:18]3[C:23]([CH3:24])=[CH:22][CH:21]=[CH:20][C:19]=3[CH3:25])[CH:15]=[CH:16][CH:17]=1)[CH2:6][CH2:5]2.C(P(C(C)(C)C)C(C)(C)C)(C)(C)C.C1(N(C)C2CCCCC2)CCCCC1.[C:53]([O:57][CH3:58])(=[O:56])[CH:54]=[CH2:55], predict the reaction product. The product is: [CH3:24][C:23]1[CH:22]=[CH:21][CH:20]=[C:19]([CH3:25])[C:18]=1[C:14]1[CH:15]=[CH:16][CH:17]=[C:12]([CH:7]2[CH2:6][CH2:5][C:4]3[C:9](=[CH:10][CH:11]=[C:2](/[CH:55]=[CH:54]/[C:53]([O:57][CH3:58])=[O:56])[CH:3]=3)[O:8]2)[CH:13]=1. (4) Given the reactants CS(O)(=O)=O.[CH2:6]([O:8][C:9]([C:11]1[C:12](=[O:37])[C:13]2[C:28]([CH2:29][Br:30])=[C:27]([C:31]3[CH:36]=[CH:35][CH:34]=[CH:33][CH:32]=3)[S:26][C:14]=2[N:15]([CH2:17][C:18]2[C:23]([F:24])=[CH:22][CH:21]=[CH:20][C:19]=2[F:25])[CH:16]=1)=[O:10])[CH3:7].[N+:38]([O-])([O-:40])=[O:39].[Na+], predict the reaction product. The product is: [CH2:6]([O:8][C:9]([C:11]1[C:12](=[O:37])[C:13]2[C:28]([CH2:29][Br:30])=[C:27]([C:31]3[CH:36]=[CH:35][C:34]([N+:38]([O-:40])=[O:39])=[CH:33][CH:32]=3)[S:26][C:14]=2[N:15]([CH2:17][C:18]2[C:19]([F:25])=[CH:20][CH:21]=[CH:22][C:23]=2[F:24])[CH:16]=1)=[O:10])[CH3:7]. (5) Given the reactants [C:1]([O:5][C:6]([N:8]([C:16](=[NH:48])[NH:17][CH2:18][CH2:19][CH2:20][C@H:21]([NH:37]C(OCC1C=CC=CC=1)=O)[C:22](=[O:36])[NH:23][CH2:24][CH:25]([OH:35])[CH2:26][NH:27][C:28](=[O:34])[O:29][C:30]([CH3:33])([CH3:32])[CH3:31])[C:9]([O:11][C:12]([CH3:15])([CH3:14])[CH3:13])=[O:10])=[O:7])([CH3:4])([CH3:3])[CH3:2], predict the reaction product. The product is: [C:12]([O:11][C:9]([N:8]([C:16](=[NH:48])[NH:17][CH2:18][CH2:19][CH2:20][C@@H:21]([C:22]([NH:23][CH2:24][CH:25]([OH:35])[CH2:26][NH:27][C:28]([O:29][C:30]([CH3:33])([CH3:32])[CH3:31])=[O:34])=[O:36])[NH2:37])[C:6]([O:5][C:1]([CH3:2])([CH3:4])[CH3:3])=[O:7])=[O:10])([CH3:13])([CH3:14])[CH3:15].